This data is from Full USPTO retrosynthesis dataset with 1.9M reactions from patents (1976-2016). The task is: Predict the reactants needed to synthesize the given product. Given the product [Br:1][C:2]1[S:6][C:5]([C:7]([NH:9][C:10]2([C:15]([OH:17])=[O:16])[CH2:14][CH2:13][CH2:12][CH2:11]2)=[O:8])=[CH:4][CH:3]=1, predict the reactants needed to synthesize it. The reactants are: [Br:1][C:2]1[S:6][C:5]([C:7]([NH:9][C:10]2([C:15]([O:17]C)=[O:16])[CH2:14][CH2:13][CH2:12][CH2:11]2)=[O:8])=[CH:4][CH:3]=1.[OH-].[Na+].